From a dataset of Peptide-MHC class I binding affinity with 185,985 pairs from IEDB/IMGT. Regression. Given a peptide amino acid sequence and an MHC pseudo amino acid sequence, predict their binding affinity value. This is MHC class I binding data. The peptide sequence is FFSPFFFSL. The MHC is HLA-B14:02 with pseudo-sequence HLA-B14:02. The binding affinity (normalized) is 0.213.